From a dataset of Forward reaction prediction with 1.9M reactions from USPTO patents (1976-2016). Predict the product of the given reaction. Given the reactants O.[NH2:2][NH2:3].C(N(CC)CC)C.[CH2:11]([N:13]1[C:25]2[CH:24]=[CH:23][C:22]([CH:26]=O)=[CH:21][C:20]=2[C:19]2[C:14]1=[CH:15][CH:16]=[CH:17][CH:18]=2)[CH3:12], predict the reaction product. The product is: [CH2:11]([N:13]1[C:25]2[CH:24]=[CH:23][C:22]([CH:26]=[N:2][NH2:3])=[CH:21][C:20]=2[C:19]2[C:14]1=[CH:15][CH:16]=[CH:17][CH:18]=2)[CH3:12].